From a dataset of Reaction yield outcomes from USPTO patents with 853,638 reactions. Predict the reaction yield, written as a fraction of the theoretical maximum amount of product (1.0 means a 100% yield; for example, 0.34 means a 34% yield). (1) The reactants are [NH2:1][C:2]1[CH:7]=[CH:6][N:5]([CH2:8][CH2:9][CH2:10][CH2:11][C:12]2[N:17]=[N:16][C:15]([NH:18][C:19](=[O:27])[CH2:20][C:21]3[CH:26]=[CH:25][CH:24]=[CH:23][CH:22]=3)=[CH:14][CH:13]=2)[C:4](=[O:28])[N:3]=1.[OH:29][C@@H:30]([C:34]1[CH:39]=[CH:38][CH:37]=[CH:36][CH:35]=1)[C:31](O)=[O:32].CCN(C(C)C)C(C)C.CCN=C=NCCCN(C)C.Cl.C1C=CC2N(O)N=NC=2C=1.[OH-].[Na+]. The catalyst is CN(C=O)C.C(Cl)Cl. The product is [OH:29][C@@H:30]([C:34]1[CH:39]=[CH:38][CH:37]=[CH:36][CH:35]=1)[C:31]([NH:1][C:2]1[CH:7]=[CH:6][N:5]([CH2:8][CH2:9][CH2:10][CH2:11][C:12]2[N:17]=[N:16][C:15]([NH:18][C:19](=[O:27])[CH2:20][C:21]3[CH:22]=[CH:23][CH:24]=[CH:25][CH:26]=3)=[CH:14][CH:13]=2)[C:4](=[O:28])[N:3]=1)=[O:32]. The yield is 0.260. (2) The reactants are [CH2:1]([C:9]1[S:10][CH:11]=[CH:12][CH:13]=1)[CH2:2][CH2:3][CH2:4][CH2:5][CH2:6][CH2:7][CH3:8].[Br:14]N1C(=O)CCC1=O.O. The catalyst is CN(C)C=O. The product is [Br:14][C:11]1[S:10][C:9]([CH2:1][CH2:2][CH2:3][CH2:4][CH2:5][CH2:6][CH2:7][CH3:8])=[CH:13][CH:12]=1. The yield is 0.932. (3) The reactants are [Br:1][C:2]1[S:6][C:5]2[CH:7]=[C:8]([O:11]C)[CH:9]=[CH:10][C:4]=2[C:3]=1[O:13][C:14]1[CH:19]=[CH:18][C:17](/[CH:20]=[CH:21]/[C:22]([O:24][CH3:25])=[O:23])=[CH:16][CH:15]=1.B(Br)(Br)Br.C(O)(=O)CC(CC(O)=O)(C(O)=O)O.P([O-])([O-])([O-])=O.[Na+].[Na+].[Na+]. The catalyst is C(Cl)Cl. The product is [Br:1][C:2]1[S:6][C:5]2[CH:7]=[C:8]([OH:11])[CH:9]=[CH:10][C:4]=2[C:3]=1[O:13][C:14]1[CH:15]=[CH:16][C:17](/[CH:20]=[CH:21]/[C:22]([O:24][CH3:25])=[O:23])=[CH:18][CH:19]=1.[Br:1][C:2]1[S:6][C:5]2[CH:7]=[C:8]([OH:11])[CH:9]=[CH:10][C:4]=2[C:3]=1[O:13][C:14]1[CH:15]=[CH:16][C:17](/[CH:20]=[CH:21]/[C:22]([OH:24])=[O:23])=[CH:18][CH:19]=1. The yield is 0.690. (4) The yield is 0.970. The reactants are Br[CH2:2][C:3]1[CH:8]=[CH:7][CH:6]=[CH:5][C:4]=1[F:9].[NH2:10][C:11]([C@@H:13]1[CH2:17][CH2:16][C@@H:15]([C:18]2[CH:23]=[CH:22][C:21]([OH:24])=[CH:20][CH:19]=2)[N:14]1[C:25]([O:27][C:28]([CH3:31])([CH3:30])[CH3:29])=[O:26])=[O:12].C(=O)([O-])[O-].[K+].[K+].C(OCC)(=O)C. The catalyst is C(#N)C.O. The product is [NH2:10][C:11]([C@@H:13]1[CH2:17][CH2:16][C@@H:15]([C:18]2[CH:23]=[CH:22][C:21]([O:24][CH2:2][C:3]3[CH:8]=[CH:7][CH:6]=[CH:5][C:4]=3[F:9])=[CH:20][CH:19]=2)[N:14]1[C:25]([O:27][C:28]([CH3:31])([CH3:30])[CH3:29])=[O:26])=[O:12]. (5) The reactants are [CH:1]1([C:7]2[C:8]3[CH:9]=[CH:10][C:11]([C:35]([O:37][CH3:38])=[O:36])=[CH:12][C:13]=3[N:14]3[CH:20]=[C:19]([C:21]([O:23]CC4C=CC=CC=4)=[O:22])[CH2:18][C:17]4[CH:31]=[CH:32][CH:33]=[CH:34][C:16]=4[C:15]=23)[CH2:6][CH2:5][CH2:4][CH2:3][CH2:2]1. The catalyst is [Pd].C1COCC1.CO. The product is [CH:1]1([C:7]2[C:8]3[CH:9]=[CH:10][C:11]([C:35]([O:37][CH3:38])=[O:36])=[CH:12][C:13]=3[N:14]3[CH2:20][CH:19]([C:21]([OH:23])=[O:22])[CH2:18][C:17]4[CH:31]=[CH:32][CH:33]=[CH:34][C:16]=4[C:15]=23)[CH2:2][CH2:3][CH2:4][CH2:5][CH2:6]1. The yield is 0.920. (6) The reactants are [F:1][C:2]1[CH:3]=[C:4]([O:21][CH3:22])[CH:5]=[C:6]2[C:10]=1[NH:9][C:8]([C:11]1[C:12]([CH3:18])=[N:13][N:14]([CH3:17])[C:15]=1[CH3:16])=[C:7]2[CH:19]=O.[CH3:23][NH:24][C:25]([NH:27][C:28]1[CH:29]=[CH:30][C:31]2[O:35][CH2:34][C:33](=[O:36])[C:32]=2[CH:37]=1)=[O:26].C([O-])([O-])=O.[Na+].[Na+]. The catalyst is Cl.CCO. The product is [F:1][C:2]1[CH:3]=[C:4]([O:21][CH3:22])[CH:5]=[C:6]2[C:10]=1[NH:9][C:8]([C:11]1[C:12]([CH3:18])=[N:13][N:14]([CH3:17])[C:15]=1[CH3:16])=[C:7]2/[CH:19]=[C:34]1\[O:35][C:31]2[CH:30]=[CH:29][C:28]([NH:27][C:25]([NH:24][CH3:23])=[O:26])=[CH:37][C:32]=2[C:33]\1=[O:36]. The yield is 0.470. (7) The reactants are [Br:1][C:2]1[N:3]=[C:4]([C:9]#[C:10][Si:11]([CH3:14])([CH3:13])[CH3:12])[C:5]([NH2:8])=[N:6][CH:7]=1.[CH3:15][C:16]([O:19][C:20](O[C:20]([O:19][C:16]([CH3:18])([CH3:17])[CH3:15])=[O:21])=[O:21])([CH3:18])[CH3:17]. The catalyst is C(Cl)Cl.CN(C1C=CN=CC=1)C. The product is [C:16]([O:19][C:20]([N:8]([C:5]1[C:4]([C:9]#[C:10][Si:11]([CH3:13])([CH3:12])[CH3:14])=[N:3][C:2]([Br:1])=[CH:7][N:6]=1)[C:20](=[O:21])[O:19][C:16]([CH3:18])([CH3:17])[CH3:15])=[O:21])([CH3:18])([CH3:17])[CH3:15]. The yield is 0.770. (8) The reactants are [Cl:1][C:2]1[CH:3]=[C:4]2[C:8](=[CH:9][CH:10]=1)[CH2:7][N:6]([C:11]([O:13][CH2:14][C@@:15]([OH:27])([CH3:26])[CH2:16][N:17]1[CH:21]=[C:20]([N+:22]([O-:24])=[O:23])[N:19]=[C:18]1Cl)=[O:12])[CH2:5]2.[H-].[Na+]. The catalyst is CN(C=O)C. The product is [Cl:1][C:2]1[CH:3]=[C:4]2[C:8](=[CH:9][CH:10]=1)[CH2:7][N:6]([C:11]([O:13][CH2:14][C@:15]1([CH3:26])[O:27][C:18]3=[N:19][C:20]([N+:22]([O-:24])=[O:23])=[CH:21][N:17]3[CH2:16]1)=[O:12])[CH2:5]2. The yield is 0.0600. (9) The reactants are [CH3:1][C:2]([OH:10])([CH2:8][CH3:9])[CH2:3][CH2:4][CH2:5][CH2:6][OH:7].[CH:11]12[CH:20]3[CH2:21][CH:17]([CH:18]=[CH:19]3)[CH:16]1[CH:15]1[CH2:22][CH:12]2[CH:13]([CH2:23][CH2:24][C:25](OC)=[O:26])[CH2:14]1. No catalyst specified. The product is [CH:11]12[CH:20]3[CH2:21][CH:17]([CH:18]=[CH:19]3)[CH:16]1[CH:15]1[CH2:22][CH:12]2[CH:13]([CH2:23][CH2:24][C:25]([O:7][CH2:6][CH2:5][CH2:4][CH2:3][C:2]([OH:10])([CH3:1])[CH2:8][CH3:9])=[O:26])[CH2:14]1. The yield is 0.870.